From a dataset of Forward reaction prediction with 1.9M reactions from USPTO patents (1976-2016). Predict the product of the given reaction. (1) Given the reactants [CH:1]1([C:4]2[N:9]=[C:8]([C:10]3[S:11][CH:12]=[CH:13][CH:14]=3)[N:7]=[C:6]([OH:15])[CH:5]=2)[CH2:3][CH2:2]1.[S:16]([Cl:20])(=O)(=[O:18])[OH:17], predict the reaction product. The product is: [CH:1]1([C:4]2[CH:5]=[C:6]([OH:15])[N:7]=[C:8]([C:10]3[S:11][C:12]([S:16]([Cl:20])(=[O:18])=[O:17])=[CH:13][CH:14]=3)[N:9]=2)[CH2:3][CH2:2]1. (2) Given the reactants Cl[C:2]1[CH:3]2[S:10][CH:9]=[CH:8][CH:4]2[N:5]=[CH:6][N:7]=1.[Cl:11][C:12]1[CH:13]=[C:14]([CH:16]=[CH:17][CH:18]=1)[NH2:15], predict the reaction product. The product is: [Cl:11][C:12]1[CH:13]=[C:14]([NH:15][C:2]2[C:3]3[S:10][CH:9]=[CH:8][C:4]=3[N:5]=[CH:6][N:7]=2)[CH:16]=[CH:17][CH:18]=1. (3) Given the reactants C(O)(=O)C.[NH2:5][CH2:6][C@@H:7]([C:9]1[CH:10]=[CH:11][C:12]([OH:20])=[C:13]([NH:15][S:16]([CH3:19])(=[O:18])=[O:17])[CH:14]=1)[OH:8].O=[C:22]1[CH2:27][CH2:26][N:25]([C:28]2[CH:33]=[CH:32][C:31]([S:34]([N:37]3[CH2:41][C:40](=[O:42])[NH:39][C:38]3=[O:43])(=[O:36])=[O:35])=[CH:30][CH:29]=2)[CH2:24][CH2:23]1.C(O[BH-](OC(=O)C)OC(=O)C)(=O)C.[Na+], predict the reaction product. The product is: [O:43]=[C:38]1[NH:39][C:40](=[O:42])[CH2:41][N:37]1[S:34]([C:31]1[CH:30]=[CH:29][C:28]([N:25]2[CH2:26][CH2:27][CH:22]([NH:5][CH2:6][C@@H:7]([C:9]3[CH:10]=[CH:11][C:12]([OH:20])=[C:13]([NH:15][S:16]([CH3:19])(=[O:18])=[O:17])[CH:14]=3)[OH:8])[CH2:23][CH2:24]2)=[CH:33][CH:32]=1)(=[O:36])=[O:35]. (4) Given the reactants [NH:1]1[CH2:6][CH2:5][NH:4][CH2:3][CH2:2]1.Cl[C:8]1[C:17]2[C:12](=[CH:13][CH:14]=[CH:15][CH:16]=2)[N:11]=[CH:10][CH:9]=1, predict the reaction product. The product is: [N:11]1[C:12]2[C:17](=[CH:16][CH:15]=[CH:14][CH:13]=2)[C:8]([N:1]2[CH2:6][CH2:5][NH:4][CH2:3][CH2:2]2)=[CH:9][CH:10]=1. (5) Given the reactants [NH2:1][C:2]1[N:7]=[C:6](S(C)=O)[C:5]([C:11]2[CH:12]=[CH:13][C:14](=[O:18])[N:15]([CH3:17])[N:16]=2)=[C:4]([C:19]2[CH:24]=[CH:23][CH:22]=[CH:21][CH:20]=2)[N:3]=1.[CH3:25][O-:26].[Na+], predict the reaction product. The product is: [NH2:1][C:2]1[N:7]=[C:6]([O:26][CH3:25])[C:5]([C:11]2[CH:12]=[CH:13][C:14](=[O:18])[N:15]([CH3:17])[N:16]=2)=[C:4]([C:19]2[CH:24]=[CH:23][CH:22]=[CH:21][CH:20]=2)[N:3]=1. (6) Given the reactants C[O:2][C:3]1[CH:4]=[N:5][CH:6]=[CH:7][C:8]=1[C:9]1[N:10]=[C:11]([NH:22][CH2:23][C@@H:24]([NH2:32])[CH2:25][C:26]2[CH:31]=[CH:30][CH:29]=[CH:28][CH:27]=2)[C:12]2[C:17]3[CH2:18][CH2:19][CH2:20][CH2:21][C:16]=3[S:15][C:13]=2[N:14]=1.B(Br)(Br)Br, predict the reaction product. The product is: [NH2:32][C@@H:24]([CH2:25][C:26]1[CH:27]=[CH:28][CH:29]=[CH:30][CH:31]=1)[CH2:23][NH:22][C:11]1[C:12]2[C:17]3[CH2:18][CH2:19][CH2:20][CH2:21][C:16]=3[S:15][C:13]=2[N:14]=[C:9]([C:8]2[CH:7]=[CH:6][N:5]=[CH:4][C:3]=2[OH:2])[N:10]=1. (7) Given the reactants [N:1]1[CH:6]=[CH:5][CH:4]=[CH:3][C:2]=1[C:7]1[N:15]2[C:10]([CH:11]=[CH:12][CH:13]=[CH:14]2)=[CH:9][C:8]=1[CH:16](O)[CH3:17].[I:19][C:20]1[C:28]2[C:23](=[N:24][CH:25]=[N:26][C:27]=2[NH2:29])[NH:22][N:21]=1.C1C=CC(P(C2C=CC=CC=2)C2C=CC=CC=2)=CC=1.CC(OC(/N=N/C(OC(C)C)=O)=O)C, predict the reaction product. The product is: [I:19][C:20]1[C:28]2[C:23](=[N:24][CH:25]=[N:26][C:27]=2[NH2:29])[N:22]([CH:16]([C:8]2[CH:9]=[C:10]3[N:15]([C:7]=2[C:2]2[CH:3]=[CH:4][CH:5]=[CH:6][N:1]=2)[CH:14]=[CH:13][CH:12]=[CH:11]3)[CH3:17])[N:21]=1.